Dataset: Forward reaction prediction with 1.9M reactions from USPTO patents (1976-2016). Task: Predict the product of the given reaction. (1) Given the reactants [Cl:1][C:2]1[S:18][C:5]2[NH:6][C:7](=[O:17])[C:8]([C:11]3[CH:16]=[CH:15][CH:14]=[CH:13][CH:12]=3)=[C:9]([OH:10])[C:4]=2[C:3]=1[C:19]1[C:20]([OH:29])=[C:21]2[C:26](=[CH:27][CH:28]=1)[CH2:25][CH2:24][CH2:23][CH2:22]2.C[O-].[Na+:32].O, predict the reaction product. The product is: [Cl:1][C:2]1[S:18][C:5]2[NH:6][C:7](=[O:17])[C:8]([C:11]3[CH:16]=[CH:15][CH:14]=[CH:13][CH:12]=3)=[C:9]([O-:10])[C:4]=2[C:3]=1[C:19]1[C:20]([OH:29])=[C:21]2[C:26](=[CH:27][CH:28]=1)[CH2:25][CH2:24][CH2:23][CH2:22]2.[Na+:32]. (2) Given the reactants [Cl:1][C:2]1[N:10]([CH2:11][CH:12]=[CH2:13])[C:9]2[C:8](=[O:14])[NH:7][C:6](=[O:15])[NH:5][C:4]=2[N:3]=1.C(=O)([O-])[O-].[Na+].[Na+].[CH3:22][O:23][CH2:24][CH2:25][O:26][CH2:27]Cl, predict the reaction product. The product is: [Cl:1][C:2]1[N:10]([CH2:11][CH:12]=[CH2:13])[C:9]2[C:8](=[O:14])[NH:7][C:6](=[O:15])[N:5]([CH2:22][O:23][CH2:24][CH2:25][O:26][CH3:27])[C:4]=2[N:3]=1. (3) Given the reactants [C:1]([C:3]1[C:4]([C:19](OCC)=[O:20])=[C:5]([CH2:12][N:13]2[CH2:18][CH2:17][O:16][CH2:15][CH2:14]2)[N:6]2[C:11]=1[CH:10]=[CH:9][CH:8]=[CH:7]2)#[N:2].[H-].[H-].[H-].[H-].[Li+].[Al+3], predict the reaction product. The product is: [OH:20][CH2:19][C:4]1[C:3]([C:1]#[N:2])=[C:11]2[N:6]([C:5]=1[CH2:12][N:13]1[CH2:18][CH2:17][O:16][CH2:15][CH2:14]1)[CH:7]=[CH:8][CH:9]=[CH:10]2. (4) Given the reactants [Cl:1][C:2]1[CH:3]=[CH:4][C:5]2[N:6]([CH:13]=1)[C:7](=[O:12])[CH:8]=[C:9]([OH:11])[N:10]=2.[H-].[Na+].C1(N([S:23]([C:26]([F:29])([F:28])[F:27])(=[O:25])=[O:24])[S:23]([C:26]([F:29])([F:28])[F:27])(=[O:25])=[O:24])C=CC=CC=1, predict the reaction product. The product is: [F:27][C:26]([F:29])([F:28])[S:23]([O:11][C:9]1[N:10]=[C:5]2[CH:4]=[CH:3][C:2]([Cl:1])=[CH:13][N:6]2[C:7](=[O:12])[CH:8]=1)(=[O:25])=[O:24]. (5) Given the reactants [CH2:1]([N:4]1[C:8]2=[C:9]([N:24]3[CH2:33][CH2:32][C:31]4[C:26](=[CH:27][CH:28]=[CH:29][CH:30]=4)[CH2:25]3)[N:10]=[C:11]([C:13]([NH:15][CH2:16][C:17]3[CH:22]=[CH:21][C:20]([CH3:23])=[CH:19][CH:18]=3)=[O:14])[CH:12]=[C:7]2[C:6]([CH3:34])=[C:5]1[CH3:35])[CH:2]=[CH2:3].[ClH:36], predict the reaction product. The product is: [ClH:36].[CH2:1]([N:4]1[C:8]2=[C:9]([N:24]3[CH2:33][CH2:32][C:31]4[C:26](=[CH:27][CH:28]=[CH:29][CH:30]=4)[CH2:25]3)[N:10]=[C:11]([C:13]([NH:15][CH2:16][C:17]3[CH:22]=[CH:21][C:20]([CH3:23])=[CH:19][CH:18]=3)=[O:14])[CH:12]=[C:7]2[C:6]([CH3:34])=[C:5]1[CH3:35])[CH:2]=[CH2:3]. (6) Given the reactants [N+](=[CH2:3])=[N-].N(N(C)[C:7](N)=[O:8])=O.[OH-:11].[K+].[Cl:13][C:14]1[CH:15]=[C:16]([CH:22]=[CH:23][CH:24]=1)[CH:17]=[CH:18][C:19](O)=O, predict the reaction product. The product is: [CH3:3][O:11][C:7]([C@@H:18]1[CH2:19][C@H:17]1[C:16]1[CH:22]=[CH:23][CH:24]=[C:14]([Cl:13])[CH:15]=1)=[O:8]. (7) Given the reactants C([Li:5])CCC.Br[C:7]1[CH:8]=[C:9]([N:13]2[CH2:17][CH2:16][CH:15]([O:18][CH3:19])[CH2:14]2)[CH:10]=[CH:11][CH:12]=1.[S:20](=[O:22])=[O:21], predict the reaction product. The product is: [CH3:19][O:18][CH:15]1[CH2:16][CH2:17][N:13]([C:9]2[CH:8]=[C:7]([S:20]([O-:22])=[O:21])[CH:12]=[CH:11][CH:10]=2)[CH2:14]1.[Li+:5].